From a dataset of Forward reaction prediction with 1.9M reactions from USPTO patents (1976-2016). Predict the product of the given reaction. (1) Given the reactants Br[CH2:2][C:3]([C:5]1[C:6]([CH:29]2[CH2:32][CH2:31][CH2:30]2)=[CH:7][C:8]([CH3:28])=[C:9]([CH:27]=1)[C:10]([N:12]1[CH2:17][CH2:16][C:15]([C:19]2[CH:26]=[CH:25][C:22]([C:23]#[N:24])=[CH:21][CH:20]=2)([F:18])[CH2:14][CH2:13]1)=[O:11])=O.Cl.[C:34](=[NH:37])([NH2:36])[CH3:35].C(=O)([O-])[O-].[K+].[K+], predict the reaction product. The product is: [CH:29]1([C:6]2[C:5]([C:3]3[NH:37][C:34]([CH3:35])=[N:36][CH:2]=3)=[CH:27][C:9]([C:10]([N:12]3[CH2:13][CH2:14][C:15]([C:19]4[CH:20]=[CH:21][C:22]([C:23]#[N:24])=[CH:25][CH:26]=4)([F:18])[CH2:16][CH2:17]3)=[O:11])=[C:8]([CH3:28])[CH:7]=2)[CH2:30][CH2:31][CH2:32]1. (2) Given the reactants ClC1C=C(CC[OH:10])C=CC=1.C(Br)(Br)(Br)Br.[CH:16]1[CH:21]=[CH:20][C:19]([P:22]([C:29]2[CH:34]=[CH:33][CH:32]=[CH:31][CH:30]=2)[C:23]2[CH:28]=[CH:27][CH:26]=[CH:25][CH:24]=2)=[CH:18][CH:17]=1, predict the reaction product. The product is: [C:23]1([P:22](=[O:10])([C:19]2[CH:18]=[CH:17][CH:16]=[CH:21][CH:20]=2)[C:29]2[CH:34]=[CH:33][CH:32]=[CH:31][CH:30]=2)[CH:28]=[CH:27][CH:26]=[CH:25][CH:24]=1. (3) Given the reactants [CH2:1]1[C:10]2[C:5](=[CH:6][CH:7]=[CH:8][CH:9]=2)[CH:4]=[CH:3][CH2:2]1.CCCCCCCCCCCC.NC(N)=[O:25].C(=O)(O)[O-].[Na+].OO, predict the reaction product. The product is: [CH2:9]1[C:10]2[C:5](=[CH:4][CH:3]=[CH:2][CH:1]=2)[CH:6]2[O:25][CH:7]2[CH2:8]1. (4) Given the reactants [NH2:1][C:2]1[C:14]([C:15]([O:17]N2C3C=CC=CC=3N=N2)=O)=[C:5]2[N:6]=[C:7]([C:10]([F:13])([F:12])[F:11])[CH:8]=[CH:9][N:4]2[N:3]=1.[CH3:27][C:28]1[CH:33]=[CH:32][N:31]=[CH:30][C:29]=1[NH2:34], predict the reaction product. The product is: [NH2:1][C:2]1[C:14]([C:15]([NH:34][C:29]2[CH:30]=[N:31][CH:32]=[CH:33][C:28]=2[CH3:27])=[O:17])=[C:5]2[N:6]=[C:7]([C:10]([F:11])([F:12])[F:13])[CH:8]=[CH:9][N:4]2[N:3]=1. (5) Given the reactants Cl[C:2]1[C:3]([N:8]2[CH2:13][CH:12]=[C:11]([C:14]([NH:16][C:17]3[CH:22]=[CH:21][C:20]([S:23]([C:26]([F:29])([F:28])[F:27])(=[O:25])=[O:24])=[CH:19][CH:18]=3)=[O:15])[C@@H:10]([CH3:30])[CH2:9]2)=[N:4][CH:5]=[CH:6][CH:7]=1.N.[CH3:32]O, predict the reaction product. The product is: [CH3:30][C@@H:10]1[C:11]([C:14]([NH:16][C:17]2[CH:22]=[CH:21][C:20]([S:23]([C:26]([F:29])([F:28])[F:27])(=[O:25])=[O:24])=[CH:19][CH:18]=2)=[O:15])=[CH:12][CH2:13][N:8]([C:3]2[C:2]([CH3:32])=[CH:7][CH:6]=[CH:5][N:4]=2)[CH2:9]1. (6) Given the reactants [CH:1]1[C:10]2[C:11]3[C:20]([C:8]4[C:9]=2[C:4]([CH:5]=[CH:6][CH:7]=4)=[CH:3][CH:2]=1)=[N:19][C:18]1[C:13](=[CH:14][CH:15]=[CH:16][CH:17]=1)[N:12]=3.[S:21](=O)(=[O:24])([OH:23])[OH:22], predict the reaction product. The product is: [CH:1]1[C:10]2[C:11]3[C:20]([C:8]4[C:9]=2[C:4]([CH:5]=[CH:6][CH:7]=4)=[CH:3][C:2]=1[S:21]([OH:24])(=[O:23])=[O:22])=[N:19][C:18]1[C:13](=[CH:14][CH:15]=[CH:16][CH:17]=1)[N:12]=3.